Dataset: Catalyst prediction with 721,799 reactions and 888 catalyst types from USPTO. Task: Predict which catalyst facilitates the given reaction. (1) Product: [OH:31][CH:20]([CH2:21][NH:22][CH3:23])[CH2:19][O:18][C:14]1[CH:13]=[C:12]([C:10]2[N:9]=[C:8]3[N:39]([CH:42]([CH3:44])[CH3:43])[N:40]=[CH:41][C:7]3=[C:6]([NH:5][C:4](=[O:45])[O:3][CH2:1][CH3:2])[CH:11]=2)[CH:17]=[CH:16][CH:15]=1. The catalyst class is: 5. Reactant: [CH2:1]([O:3][C:4](=[O:45])[NH:5][C:6]1[CH:11]=[C:10]([C:12]2[CH:17]=[CH:16][CH:15]=[C:14]([O:18][CH2:19][CH:20]([O:31][Si](C(C)(C)C)(C)C)[CH2:21][N:22](C(OC(C)(C)C)=O)[CH3:23])[CH:13]=2)[N:9]=[C:8]2[N:39]([CH:42]([CH3:44])[CH3:43])[N:40]=[CH:41][C:7]=12)[CH3:2].Cl. (2) Reactant: [F:1][C:2]1([F:20])[CH2:7][CH2:6][C:5]([C:9]2[CH:10]=[N:11][N:12]([CH:14]3[CH2:19][CH2:18][CH2:17][CH2:16][O:15]3)[CH:13]=2)(O)[CH2:4][CH2:3]1.C1(C)C=CC(S(O)(=O)=O)=CC=1. Product: [F:20][C:2]1([F:1])[CH2:7][CH2:6][C:5]([C:9]2[CH:10]=[N:11][N:12]([CH:14]3[CH2:19][CH2:18][CH2:17][CH2:16][O:15]3)[CH:13]=2)=[CH:4][CH2:3]1. The catalyst class is: 11. (3) Reactant: [C:1]([O:4][CH2:5][CH2:6][NH:7][C:8]1[C:9]([N+:25]([O-])=O)=[C:10]2[C:15](=[CH:16][CH:17]=1)[C:14](=[O:18])[N:13]([CH2:19][CH2:20][O:21][C:22](=[O:24])[CH3:23])[CH:12]=[CH:11]2)(=[O:3])[CH3:2].C(O)C.[Cl-].[NH4+].O. Product: [C:1]([O:4][CH2:5][CH2:6][NH:7][C:8]1[C:9]([NH2:25])=[C:10]2[C:15](=[CH:16][CH:17]=1)[C:14](=[O:18])[N:13]([CH2:19][CH2:20][O:21][C:22](=[O:24])[CH3:23])[CH:12]=[CH:11]2)(=[O:3])[CH3:2]. The catalyst class is: 292. (4) Reactant: [CH2:1]([OH:3])[CH3:2].[Cl:4][C:5]1[CH:10]=[CH:9][CH:8]=[C:7](Cl)[N:6]=1.[N:12]1C=CC=CC=1. Product: [Cl:4][C:5]1[N:6]=[C:7]([NH:12][CH2:2][CH2:1][OH:3])[CH:8]=[CH:9][CH:10]=1. The catalyst class is: 13. (5) Reactant: [CH3:1][N:2]1[CH:10]=[C:9]2[C:4]([C:5]([CH2:12][O:13][CH2:14][C:15]3([C:28]4[CH:33]=[CH:32][CH:31]=[CH:30][CH:29]=4)[CH2:20][CH2:19][N:18](C(OC(C)(C)C)=O)[CH2:17][CH2:16]3)=[CH:6][C:7]([CH3:11])=[CH:8]2)=[N:3]1. Product: [CH3:1][N:2]1[CH:10]=[C:9]2[C:4]([C:5]([CH2:12][O:13][CH2:14][C:15]3([C:28]4[CH:29]=[CH:30][CH:31]=[CH:32][CH:33]=4)[CH2:16][CH2:17][NH:18][CH2:19][CH2:20]3)=[CH:6][C:7]([CH3:11])=[CH:8]2)=[N:3]1. The catalyst class is: 55. (6) Reactant: Cl.Cl.[OH:3][C@@H:4]1[CH2:11][N:10]([CH2:12][CH2:13][CH2:14][N:15]2[C:21](=[O:22])[CH2:20][CH2:19][NH:18][C@H:17]([CH3:23])[CH2:16]2)[CH2:9][CH2:8][C:5]21[CH2:7][CH2:6]2.C(N(CC)CC)C.[Cl:31][C:32]1[CH:33]=[CH:34][C:35]([F:41])=[C:36]([N:38]=[C:39]=[O:40])[CH:37]=1. Product: [Cl:31][C:32]1[CH:33]=[CH:34][C:35]([F:41])=[C:36]([NH:38][C:39]([N:18]2[CH2:19][CH2:20][C:21](=[O:22])[N:15]([CH2:14][CH2:13][CH2:12][N:10]3[CH2:9][CH2:8][C:5]4([CH2:6][CH2:7]4)[C@H:4]([OH:3])[CH2:11]3)[CH2:16][C@H:17]2[CH3:23])=[O:40])[CH:37]=1. The catalyst class is: 4. (7) Reactant: [CH3:1][O:2][C:3]1[CH:4]=[C:5]2[C:9](=[CH:10][CH:11]=1)[NH:8][CH:7]=[CH:6]2.[H-].[Na+].[CH3:14]I. The catalyst class is: 9. Product: [CH3:1][O:2][C:3]1[CH:4]=[C:5]2[C:9](=[CH:10][CH:11]=1)[N:8]([CH3:14])[CH:7]=[CH:6]2. (8) Reactant: O[C:2]1([CH:13]2[CH2:18][CH2:17][N:16]([C:19]([O:21][C:22]([CH3:25])([CH3:24])[CH3:23])=[O:20])[CH2:15][CH2:14]2)[O:6][N:5]=[C:4]([C:7]2[CH:12]=[CH:11][CH:10]=[CH:9][CH:8]=2)[CH2:3]1.C(=O)([O-])[O-].[Na+].[Na+]. Product: [C:7]1([C:4]2[CH:3]=[C:2]([CH:13]3[CH2:14][CH2:15][N:16]([C:19]([O:21][C:22]([CH3:25])([CH3:24])[CH3:23])=[O:20])[CH2:17][CH2:18]3)[O:6][N:5]=2)[CH:8]=[CH:9][CH:10]=[CH:11][CH:12]=1. The catalyst class is: 24. (9) The catalyst class is: 11. Product: [CH2:7]([O:11][C:12]1[CH:19]=[CH:18][C:15](/[CH:16]=[CH:25]/[C:26]([NH:28][C:29]2[CH:37]=[CH:36][CH:35]=[CH:34][C:30]=2[C:31]([OH:33])=[O:32])=[O:27])=[CH:14][C:13]=1[O:20][CH3:21])[C:8]#[C:9][CH3:10]. Reactant: N1CCCCC1.[CH2:7]([O:11][C:12]1[CH:19]=[CH:18][C:15]([CH:16]=O)=[CH:14][C:13]=1[O:20][CH3:21])[C:8]#[C:9][CH3:10].C([CH2:25][C:26]([NH:28][C:29]1[CH:37]=[CH:36][CH:35]=[CH:34][C:30]=1[C:31]([OH:33])=[O:32])=[O:27])(O)=O.CC(O)=O. (10) Reactant: [Br:1][C:2]1[CH:7]=[CH:6][C:5]([OH:8])=[C:4]([N+:9]([O-:11])=[O:10])[CH:3]=1.C([O-])([O-])=O.[K+].[K+].[CH2:18](Cl)[C:19]1[CH:24]=[CH:23][CH:22]=[CH:21][CH:20]=1. Product: [CH2:18]([O:8][C:5]1[CH:6]=[CH:7][C:2]([Br:1])=[CH:3][C:4]=1[N+:9]([O-:11])=[O:10])[C:19]1[CH:24]=[CH:23][CH:22]=[CH:21][CH:20]=1. The catalyst class is: 3.